Dataset: Peptide-MHC class II binding affinity with 134,281 pairs from IEDB. Task: Regression. Given a peptide amino acid sequence and an MHC pseudo amino acid sequence, predict their binding affinity value. This is MHC class II binding data. (1) The MHC is DRB1_0101 with pseudo-sequence DRB1_0101. The peptide sequence is PQSSEPHCALLDCLM. The binding affinity (normalized) is 0.476. (2) The peptide sequence is TTAAGAASGAATVAA. The MHC is HLA-DQA10102-DQB10602 with pseudo-sequence HLA-DQA10102-DQB10602. The binding affinity (normalized) is 0.393. (3) The peptide sequence is GATVAVDCRPFNGGE. The MHC is HLA-DQA10401-DQB10402 with pseudo-sequence HLA-DQA10401-DQB10402. The binding affinity (normalized) is 0.542. (4) The peptide sequence is ALTALIRDPPADSTG. The MHC is HLA-DPA10201-DPB10501 with pseudo-sequence HLA-DPA10201-DPB10501. The binding affinity (normalized) is 0.162. (5) The peptide sequence is WLWYIKIFIMIVGGLIG. The MHC is DRB5_0101 with pseudo-sequence DRB5_0101. The binding affinity (normalized) is 0.379. (6) The peptide sequence is MVGTILEMLGHRLDD. The MHC is DRB3_0101 with pseudo-sequence DRB3_0101. The binding affinity (normalized) is 0.178. (7) The binding affinity (normalized) is 0.960. The peptide sequence is EKKYFAATNFEPLAA. The MHC is HLA-DPA10201-DPB11401 with pseudo-sequence HLA-DPA10201-DPB11401. (8) The peptide sequence is LGRFKHTDACCRTHDMCP. The MHC is DRB1_0101 with pseudo-sequence DRB1_0101. The binding affinity (normalized) is 0.318.